From a dataset of Forward reaction prediction with 1.9M reactions from USPTO patents (1976-2016). Predict the product of the given reaction. (1) Given the reactants [Cl:1][C:2]1[CH:11]=[C:10]([C:12](N(OC)C)=[O:13])[C:9]([N:18]2[CH2:22][CH2:21][C@@H:20]([OH:23])[CH2:19]2)=[C:8]2[C:3]=1[CH:4]=[CH:5][CH:6]=[N:7]2.[CH3:24][Mg]Br, predict the reaction product. The product is: [Cl:1][C:2]1[CH:11]=[C:10]([C:12](=[O:13])[CH3:24])[C:9]([N:18]2[CH2:22][CH2:21][C@@H:20]([OH:23])[CH2:19]2)=[C:8]2[C:3]=1[CH:4]=[CH:5][CH:6]=[N:7]2. (2) Given the reactants [C:1]([NH:6][C:7]1[CH:11]=[CH:10][S:9][C:8]=1[C:12]([O:14]C)=[O:13])(=[O:5])[CH2:2][CH2:3][CH3:4].[OH-].[K+].Cl, predict the reaction product. The product is: [C:1]([NH:6][C:7]1[CH:11]=[CH:10][S:9][C:8]=1[C:12]([OH:14])=[O:13])(=[O:5])[CH2:2][CH2:3][CH3:4]. (3) Given the reactants [N:1]1[CH:6]=[CH:5][CH:4]=[N:3][C:2]=1[O:7][CH:8]([C:10]1[CH:19]=[CH:18][C:13]([C:14]([O:16]C)=[O:15])=[CH:12][CH:11]=1)[CH3:9].O.[OH-].[Li+].O.CO, predict the reaction product. The product is: [N:1]1[CH:6]=[CH:5][CH:4]=[N:3][C:2]=1[O:7][CH:8]([C:10]1[CH:19]=[CH:18][C:13]([C:14]([OH:16])=[O:15])=[CH:12][CH:11]=1)[CH3:9]. (4) Given the reactants [Cl:1][C:2]1[CH:7]=[CH:6][C:5]([C:8]2[O:9][CH:10]=[C:11]([CH2:13]Cl)[N:12]=2)=[CH:4][CH:3]=1.[NH2:15][C:16]1[CH:25]=[CH:24][C:23]2[C:22]([OH:26])=[CH:21][CH:20]=[CH:19][C:18]=2[CH:17]=1.[S:27](O[S:27]([C:30]([F:33])([F:32])[F:31])(=[O:29])=[O:28])([C:30]([F:33])([F:32])[F:31])(=[O:29])=[O:28], predict the reaction product. The product is: [Cl:1][C:2]1[CH:7]=[CH:6][C:5]([C:8]2[O:9][CH:10]=[C:11]([CH2:13][O:26][C:22]3[CH:21]=[CH:20][CH:19]=[C:18]4[C:23]=3[CH:24]=[CH:25][C:16]([NH:15][S:27]([C:30]([F:33])([F:32])[F:31])(=[O:29])=[O:28])=[CH:17]4)[N:12]=2)=[CH:4][CH:3]=1. (5) Given the reactants [Br:1][C:2]1[CH:7]=[CH:6][CH:5]=[C:4]([S:8][CH3:9])[C:3]=1[CH3:10].C(Cl)(Cl)(Cl)Cl.C(#N)C.I([O-])(=O)(=O)=[O:20].[Na+].[OH2:25], predict the reaction product. The product is: [Br:1][C:2]1[CH:7]=[CH:6][CH:5]=[C:4]([S:8]([CH3:9])(=[O:20])=[O:25])[C:3]=1[CH3:10]. (6) Given the reactants [NH2:1][C:2]1[CH:10]=[CH:9][C:8]([Cl:11])=[CH:7][C:3]=1[C:4]([NH2:6])=O.[Cl-:12].[NH:13]1[CH2:17][CH2:16][CH2:15][CH2:14]1, predict the reaction product. The product is: [Cl:11][C:8]1[CH:7]=[C:3]2[C:2](=[CH:10][CH:9]=1)[N:1]=[C:4]([C:3]1[CH:7]=[CH:8][C:9]([Cl:12])=[CH:10][CH:2]=1)[N:6]=[C:4]2[N:13]1[CH2:17][CH2:16][CH2:15][CH2:14]1.